Dataset: Peptide-MHC class I binding affinity with 185,985 pairs from IEDB/IMGT. Task: Regression. Given a peptide amino acid sequence and an MHC pseudo amino acid sequence, predict their binding affinity value. This is MHC class I binding data. (1) The peptide sequence is MMATIGIALL. The MHC is HLA-A02:03 with pseudo-sequence HLA-A02:03. The binding affinity (normalized) is 1.00. (2) The peptide sequence is EDQLLPFMS. The MHC is HLA-B18:01 with pseudo-sequence HLA-B18:01. The binding affinity (normalized) is 0. (3) The peptide sequence is FMTLVPVLEK. The MHC is HLA-A31:01 with pseudo-sequence HLA-A31:01. The binding affinity (normalized) is 0.603. (4) The peptide sequence is HRCQAIRK. The MHC is HLA-B07:02 with pseudo-sequence HLA-B07:02. The binding affinity (normalized) is 0.0488.